This data is from Reaction yield outcomes from USPTO patents with 853,638 reactions. The task is: Predict the reaction yield, written as a fraction of the theoretical maximum amount of product (1.0 means a 100% yield; for example, 0.34 means a 34% yield). (1) The reactants are [C:1]1([CH3:12])[CH:6]=[CH:5][C:4]([S:7]([C:10]#[N:11])(=[O:9])=[O:8])=[CH:3][CH:2]=1.[C:13]([N:20]1[CH2:24][CH2:23][CH2:22][C@H:21]1[CH2:25][N:26]=[N+:27]=[N-:28])([O:15][C:16]([CH3:19])([CH3:18])[CH3:17])=[O:14]. No catalyst specified. The product is [C:13]([N:20]1[CH2:24][CH2:23][CH2:22][C@H:21]1[CH2:25][N:26]1[C:10]([S:7]([C:4]2[CH:3]=[CH:2][C:1]([CH3:12])=[CH:6][CH:5]=2)(=[O:8])=[O:9])=[N:11][N:28]=[N:27]1)([O:15][C:16]([CH3:19])([CH3:18])[CH3:17])=[O:14]. The yield is 0.840. (2) The reactants are [F:1][C:2]1[C:7]([F:8])=[C:6]([OH:9])[C:5]([F:10])=[C:4]([F:11])[C:3]=1[C:12]1[C:13]([NH:15][C:16](=[O:18])[CH:17]=1)=[O:14].[CH:19]([O:21][CH2:22][CH3:23])=[CH2:20].C1(C)C=CC(S(O)(=O)=O)=CC=1.CCOCC. The catalyst is C(Cl)Cl.N1C=CC=CC=1. The product is [CH2:19]([O:21][CH:22]([O:9][C:6]1[C:5]([F:10])=[C:4]([F:11])[C:3]([C:12]2[C:13]([NH:15][C:16](=[O:18])[CH:17]=2)=[O:14])=[C:2]([F:1])[C:7]=1[F:8])[CH3:23])[CH3:20]. The yield is 0.730. (3) The reactants are [Br:1][C:2]1[CH:3]=[C:4]2[C:9](=[C:10]([CH:12]([OH:21])[C:13]#[C:14][C:15]3[CH:20]=[CH:19][CH:18]=[CH:17][CH:16]=3)[CH:11]=1)[O:8][C:7]([CH3:23])([CH3:22])[CH:6]=[CH:5]2.[H-].[H-].[H-].[H-].[Li+].[Al+3]. No catalyst specified. The product is [Br:1][C:2]1[CH:3]=[C:4]2[C:9](=[C:10]([CH:12]([OH:21])/[CH:13]=[CH:14]/[C:15]3[CH:16]=[CH:17][CH:18]=[CH:19][CH:20]=3)[CH:11]=1)[O:8][C:7]([CH3:23])([CH3:22])[CH:6]=[CH:5]2. The yield is 0.990. (4) The reactants are [Br:1][C:2]1[CH:7]=[CH:6][CH:5]=[CH:4][C:3]=1[NH:8][C:9]([CH:11]1[CH2:14][N:13]([C:15]([O:17][C:18]([CH3:21])([CH3:20])[CH3:19])=[O:16])[CH2:12]1)=[O:10].[CH3:22][O:23][C:24]1[CH:31]=[CH:30][C:27]([CH2:28]Cl)=[CH:26][CH:25]=1.C([O-])([O-])=O.[K+].[K+]. The catalyst is CC#N. The product is [Br:1][C:2]1[CH:7]=[CH:6][CH:5]=[CH:4][C:3]=1[N:8]([CH2:28][C:27]1[CH:30]=[CH:31][C:24]([O:23][CH3:22])=[CH:25][CH:26]=1)[C:9]([CH:11]1[CH2:12][N:13]([C:15]([O:17][C:18]([CH3:21])([CH3:20])[CH3:19])=[O:16])[CH2:14]1)=[O:10]. The yield is 0.900. (5) The reactants are Br[C:2]1[CH:3]=[C:4]([CH:8]([NH:14][C:15]([C@@H:17]2[CH2:22][CH2:21][CH2:20][N:19]([C:23](=[O:39])[CH2:24][CH2:25][CH:26]3[CH2:31][CH2:30][N:29]([C:32]([O:34][C:35]([CH3:38])([CH3:37])[CH3:36])=[O:33])[CH2:28][CH2:27]3)[CH2:18]2)=[O:16])[CH2:9][C:10]([O:12][CH3:13])=[O:11])[CH:5]=[N:6][CH:7]=1.[Cl:40][C:41]1[CH:46]=[CH:45][C:44](B(O)O)=[CH:43][C:42]=1[C:50]#[N:51].[F-].[K+]. The catalyst is C1(C)C=CC=CC=1.C(O)C.O.C(=O)([O-])O.[Na+].C1C=CC([P]([Pd]([P](C2C=CC=CC=2)(C2C=CC=CC=2)C2C=CC=CC=2)([P](C2C=CC=CC=2)(C2C=CC=CC=2)C2C=CC=CC=2)[P](C2C=CC=CC=2)(C2C=CC=CC=2)C2C=CC=CC=2)(C2C=CC=CC=2)C2C=CC=CC=2)=CC=1. The product is [Cl:40][C:41]1[CH:46]=[CH:45][C:44]([C:2]2[CH:3]=[C:4]([CH:8]([NH:14][C:15]([C@@H:17]3[CH2:22][CH2:21][CH2:20][N:19]([C:23](=[O:39])[CH2:24][CH2:25][CH:26]4[CH2:27][CH2:28][N:29]([C:32]([O:34][C:35]([CH3:38])([CH3:36])[CH3:37])=[O:33])[CH2:30][CH2:31]4)[CH2:18]3)=[O:16])[CH2:9][C:10]([O:12][CH3:13])=[O:11])[CH:5]=[N:6][CH:7]=2)=[CH:43][C:42]=1[C:50]#[N:51]. The yield is 0.360. (6) The reactants are [F:1][C:2]([F:15])([F:14])[O:3][C:4]1[CH:5]=[C:6]2[C:10](=[CH:11][CH:12]=1)[NH:9][C:8](=[O:13])[CH2:7]2.[NH:16]1[C:20]2[CH:21]=[CH:22][C:23]([CH:25]=O)=[CH:24][C:19]=2[N:18]=[N:17]1.N1CCCCC1. The catalyst is CO. The product is [NH:16]1[C:20]2[CH:21]=[CH:22][C:23](/[CH:25]=[C:7]3/[C:8](=[O:13])[NH:9][C:10]4[C:6]/3=[CH:5][C:4]([O:3][C:2]([F:1])([F:14])[F:15])=[CH:12][CH:11]=4)=[CH:24][C:19]=2[N:18]=[N:17]1. The yield is 0.230.